This data is from Forward reaction prediction with 1.9M reactions from USPTO patents (1976-2016). The task is: Predict the product of the given reaction. (1) Given the reactants [O:1]=[C:2]([NH:12][C:13]1[CH:14]=[CH:15][CH:16]=[C:17]2[C:22]=1[N:21]=[CH:20][CH:19]=[CH:18]2)[CH2:3][CH2:4][CH2:5][CH2:6][C:7](OCC)=[O:8], predict the reaction product. The product is: [OH:8][CH2:7][CH2:6][CH2:5][CH2:4][CH2:3][C:2]([NH:12][C:13]1[CH:14]=[CH:15][CH:16]=[C:17]2[C:22]=1[N:21]=[CH:20][CH:19]=[CH:18]2)=[O:1]. (2) Given the reactants [Cl:1][C:2]1[CH:3]=[C:4]([NH:16][C:17]2[C:26]3[C:21](=[CH:22][CH:23]=[CH:24][C:25]=3[O:27][C@H:28]([CH3:33])[C:29]([O:31]C)=O)[N:20]=[CH:19][N:18]=2)[CH:5]=[CH:6][C:7]=1[O:8][CH2:9][C:10]1[CH:15]=[CH:14][CH:13]=[CH:12][N:11]=1.[CH3:34][NH2:35], predict the reaction product. The product is: [Cl:1][C:2]1[CH:3]=[C:4]([NH:16][C:17]2[C:26]3[C:21](=[CH:22][CH:23]=[CH:24][C:25]=3[O:27][C@H:28]([CH3:33])[C:29]([NH:35][CH3:34])=[O:31])[N:20]=[CH:19][N:18]=2)[CH:5]=[CH:6][C:7]=1[O:8][CH2:9][C:10]1[CH:15]=[CH:14][CH:13]=[CH:12][N:11]=1. (3) Given the reactants [CH2:1]([C:3]1[CH:4]=[C:5]([C:11]2[S:15][C:14]([C:16]3[S:20][C:19]([CH:21]=O)=[C:18]([CH3:23])[CH:17]=3)=[N:13][N:12]=2)[CH:6]=[C:7]([CH3:10])[C:8]=1[OH:9])[CH3:2].[CH3:24][NH:25][CH3:26], predict the reaction product. The product is: [CH3:24][N:25]([CH2:21][C:19]1[S:20][C:16]([C:14]2[S:15][C:11]([C:5]3[CH:6]=[C:7]([CH3:10])[C:8]([OH:9])=[C:3]([CH2:1][CH3:2])[CH:4]=3)=[N:12][N:13]=2)=[CH:17][C:18]=1[CH3:23])[CH3:26]. (4) Given the reactants [N+:1]([C:4]1[CH:8]=[CH:7][NH:6][N:5]=1)([O-:3])=[O:2].[Si:9]([O:16][CH2:17][CH2:18]Br)([C:12]([CH3:15])([CH3:14])[CH3:13])([CH3:11])[CH3:10].C(=O)([O-])[O-].[Cs+].[Cs+].CN(C=O)C, predict the reaction product. The product is: [Si:9]([O:16][CH2:17][CH2:18][N:6]1[CH:7]=[CH:8][C:4]([N+:1]([O-:3])=[O:2])=[N:5]1)([C:12]([CH3:15])([CH3:14])[CH3:13])([CH3:11])[CH3:10]. (5) Given the reactants C([Si](C)(C)[O:6][CH2:7][C:8]1[S:9][CH:10]=[C:11]([CH:13]([C:15]2[CH:20]=[CH:19][CH:18]=[CH:17][CH:16]=2)[CH3:14])[CH:12]=1)(C)(C)C, predict the reaction product. The product is: [C:15]1([CH:13]([C:11]2[CH:12]=[C:8]([CH2:7][OH:6])[S:9][CH:10]=2)[CH3:14])[CH:20]=[CH:19][CH:18]=[CH:17][CH:16]=1.